This data is from Forward reaction prediction with 1.9M reactions from USPTO patents (1976-2016). The task is: Predict the product of the given reaction. (1) Given the reactants [O:1]1[C:5]2[CH:6]=[CH:7][C:8]([C:10](Cl)=[O:11])=[CH:9][C:4]=2[CH:3]=[CH:2]1.[CH3:13][NH:14][O:15][CH3:16].Cl.C(N(CC)CC)C, predict the reaction product. The product is: [CH3:16][O:15][N:14]([CH3:13])[C:10]([C:8]1[CH:7]=[CH:6][C:5]2[O:1][CH:2]=[CH:3][C:4]=2[CH:9]=1)=[O:11]. (2) Given the reactants S(Cl)(Cl)=O.[OH:5][C@H:6]1[CH2:10][NH:9][C@H:8]([C:11]([OH:13])=[O:12])[CH2:7]1.[CH3:14]O, predict the reaction product. The product is: [CH3:14][O:12][C:11]([C@@H:8]1[CH2:7][C@@H:6]([OH:5])[CH2:10][NH:9]1)=[O:13]. (3) Given the reactants O[C@@H:2]1[C@H:6]([CH2:7]/[CH:8]=[CH:9]\[CH2:10][CH2:11][CH2:12][C:13]([OH:15])=[O:14])[C@@H:5]([CH2:16][CH2:17][C@@H:18]([O:27][CH:28]2[CH2:33][CH2:32][CH2:31][CH2:30][O:29]2)[CH2:19]CC2C=CC=CC=2)[C@H:4]([O:34][CH:35]2[CH2:40][CH2:39][CH2:38][CH2:37][O:36]2)[CH2:3]1.C1C=C(SSC2N=CC=CC=2)N=CC=1.C1(P(C2C=CC=CC=2)C2C=CC=CC=2)C=CC=CC=1.[C:74]1([CH3:81])[C:75](C)=[CH:76][CH:77]=[CH:78][CH:79]=1, predict the reaction product. The product is: [C:74]1([CH2:81][CH2:19][C@H:18]([O:27][CH:28]2[CH2:33][CH2:32][CH2:31][CH2:30][O:29]2)[CH2:17][CH2:16][C@@H:5]2[C@@H:6]3[C@@H:2]([O:14][C:13](=[O:15])[CH2:12][CH2:11][CH2:10][CH:9]=[CH:8][CH2:7]3)[CH2:3][C@H:4]2[O:34][CH:35]2[CH2:40][CH2:39][CH2:38][CH2:37][O:36]2)[CH:79]=[CH:78][CH:77]=[CH:76][CH:75]=1.